Dataset: Reaction yield outcomes from USPTO patents with 853,638 reactions. Task: Predict the reaction yield, written as a fraction of the theoretical maximum amount of product (1.0 means a 100% yield; for example, 0.34 means a 34% yield). (1) The reactants are Cl[CH2:2][CH2:3][O:4][C:5]1[C:13]2[C:8](=[N:9][CH:10]=[N:11][C:12]=2[NH:14][C:15]2[CH:20]=[CH:19][C:18]([O:21][C:22]3[CH:23]=[N:24][C:25]([CH3:28])=[CH:26][CH:27]=3)=[C:17]([Cl:29])[CH:16]=2)[NH:7][N:6]=1.[CH3:30][O:31][CH2:32][C@H:33]1[CH2:37][CH2:36][CH2:35][NH:34]1. No catalyst specified. The product is [Cl:29][C:17]1[CH:16]=[C:15]([NH:14][C:12]2[N:11]=[CH:10][N:9]=[C:8]3[NH:7][N:6]=[C:5]([O:4][CH2:3][CH2:2][N:34]4[CH2:35][CH2:36][CH2:37][C@@H:33]4[CH2:32][O:31][CH3:30])[C:13]=23)[CH:20]=[CH:19][C:18]=1[O:21][C:22]1[CH:23]=[N:24][C:25]([CH3:28])=[CH:26][CH:27]=1. The yield is 0.580. (2) The catalyst is CN(C=O)C.CO. The product is [NH2:17][C:16]1[N:15]=[CH:14][N:13]=[C:12]2[N:8]([C:5]3[CH:4]=[C:3]([NH:28][C:23]([C:19]4[S:18][CH:22]=[CH:21][CH:20]=4)=[O:25])[CH:2]=[CH:7][CH:6]=3)[N:9]=[CH:10][C:11]=12. The yield is 0.130. The reactants are N[C:2]1[CH:7]=[CH:6][C:5]([N:8]2[C:12]3=[N:13][CH:14]=[N:15][C:16]([NH2:17])=[C:11]3[CH:10]=[N:9]2)=[CH:4][CH:3]=1.[S:18]1[CH:22]=[CH:21][CH:20]=[C:19]1[C:23]([OH:25])=O.Cl.C[N:28](C)CCCN=C=NCC.ON1C2C=CC=CC=2N=N1. (3) The reactants are [CH2:1]([O:3][C:4]([CH:6]1[CH2:11][CH2:10][CH:9]([OH:12])[CH2:8][CH2:7]1)=[O:5])[CH3:2].N1C=CN=C1.[C:18]([Si:22]([CH3:25])([CH3:24])Cl)([CH3:21])([CH3:20])[CH3:19]. The catalyst is C1COCC1.CN(C1C=CN=CC=1)C.C(OCC)(=O)C.[Cl-].[NH4+]. The product is [CH2:1]([O:3][C:4]([CH:6]1[CH2:11][CH2:10][CH:9]([O:12][Si:22]([C:18]([CH3:21])([CH3:20])[CH3:19])([CH3:25])[CH3:24])[CH2:8][CH2:7]1)=[O:5])[CH3:2]. The yield is 0.770. (4) The reactants are [C:1]([O:5][C:6]([N:8]1[CH2:12][C@H:11]([S:13][CH2:14][C:15]2[CH:20]=[CH:19][C:18]([O:21][CH3:22])=[CH:17][CH:16]=2)[CH2:10][C@H:9]1[CH2:23][CH2:24][C:25](=[O:30])N(OC)C)=[O:7])([CH3:4])([CH3:3])[CH3:2].[F:31][C:32]1[CH:37]=[CH:36][C:35]([Mg]Br)=[CH:34][CH:33]=1. The catalyst is C1COCC1. The product is [C:1]([O:5][C:6]([N:8]1[CH2:12][C@H:11]([S:13][CH2:14][C:15]2[CH:16]=[CH:17][C:18]([O:21][CH3:22])=[CH:19][CH:20]=2)[CH2:10][C@H:9]1[CH2:23][CH2:24][C:25]([C:35]1[CH:36]=[CH:37][C:32]([F:31])=[CH:33][CH:34]=1)=[O:30])=[O:7])([CH3:2])([CH3:4])[CH3:3]. The yield is 0.680. (5) The reactants are [H-].[Na+].[CH3:3][O:4][CH2:5][CH2:6][O:7]CCO.[CH2:11]([O:13][C:14](=[O:42])[CH2:15][CH2:16][CH2:17][CH2:18][CH2:19][O:20][CH2:21][CH2:22][O:23][CH2:24][CH2:25][O:26][CH2:27][CH2:28][O:29][CH2:30][CH2:31][O:32][CH2:33][CH2:34][O:35][CH2:36][CH2:37]S(C)(=O)=O)[CH3:12]. The catalyst is C1(C)C=CC=CC=1. The product is [CH2:11]([O:13][C:14](=[O:42])[CH2:15][CH2:16][CH2:17][CH2:18][CH2:19][O:20][CH2:21][CH2:22][O:23][CH2:24][CH2:25][O:26][CH2:27][CH2:28][O:29][CH2:30][CH2:31][O:32][CH2:33][CH2:34][O:35][CH2:36][CH2:37][O:7][CH2:6][CH2:5][O:4][CH3:3])[CH3:12]. The yield is 0.570. (6) The reactants are Br[C:2]1[CH:3]=[C:4]2[C:8](=[CH:9][CH:10]=1)[N:7]([Si:11]([CH:18]([CH3:20])[CH3:19])([CH:15]([CH3:17])[CH3:16])[CH:12]([CH3:14])[CH3:13])[CH:6]=[CH:5]2.[N:21]1([C:27]([O:29][C:30]([CH3:33])([CH3:32])[CH3:31])=[O:28])[CH2:26][CH2:25][NH:24][CH2:23][CH2:22]1.CC([O-])(C)C.[Na+]. The catalyst is CC1C(P(C2C(C)=CC=CC=2)C2C(C)=CC=CC=2)=CC=CC=1.CC1C(P(C2C(C)=CC=CC=2)C2C(C)=CC=CC=2)=CC=CC=1.Cl[Pd]Cl. The product is [CH:15]([Si:11]([CH:12]([CH3:13])[CH3:14])([CH:18]([CH3:20])[CH3:19])[N:7]1[C:8]2[C:4](=[CH:3][C:2]([N:24]3[CH2:23][CH2:22][N:21]([C:27]([O:29][C:30]([CH3:33])([CH3:32])[CH3:31])=[O:28])[CH2:26][CH2:25]3)=[CH:10][CH:9]=2)[CH:5]=[CH:6]1)([CH3:16])[CH3:17]. The yield is 0.460. (7) The reactants are [CH2:1]([N:3]1[CH2:7][CH2:6][CH2:5][CH:4]1[CH2:8][O:9][C:10]1[CH:11]=[C:12]2[C:17](=[CH:18][CH:19]=1)[CH:16]=[C:15]([C:20]1[C:28]3[C:23](=[CH:24][CH:25]=[C:26]([C:29]#[N:30])[CH:27]=3)[N:22](C3CCCCO3)[N:21]=1)[CH:14]=[CH:13]2)[CH3:2].[OH-].[K+].F[P-](F)(F)(F)(F)F.N1(OC(N(C)C)=[N+](C)C)C2C=[CH:52][CH:53]=[CH:54][C:49]=2N=N1.O.[OH:64]N1C2C=CC=CC=2N=N1.C(N(CC)CC)C.CN(C)CCN. The catalyst is C(O)C.O. The product is [CH:54]1([CH2:49][NH:30][C:29]([C:26]2[CH:27]=[C:28]3[C:23](=[CH:24][CH:25]=2)[NH:22][N:21]=[C:20]3[C:15]2[CH:14]=[CH:13][C:12]3[C:17](=[CH:18][CH:19]=[C:10]([O:9][CH2:8][CH:4]4[CH2:5][CH2:6][CH2:7][N:3]4[CH2:1][CH3:2])[CH:11]=3)[CH:16]=2)=[O:64])[CH2:52][CH2:53]1. The yield is 0.190. (8) The reactants are [CH3:1][C:2]1[CH:7]=[CH:6][C:5]([O:8][CH2:9][CH2:10][CH3:11])=[CH:4][C:3]=1N.N([O-])=[O:14].[Na+]. The catalyst is S(=O)(=O)(O)O.O.[N+]([O-])([O-])=O.[Cu+2].[N+]([O-])([O-])=O.[Cu]=O. The product is [CH3:1][C:2]1[CH:7]=[CH:6][C:5]([O:8][CH2:9][CH2:10][CH3:11])=[CH:4][C:3]=1[OH:14]. The yield is 0.340. (9) The reactants are Br[C:2]1[C:8]([C:9]([F:12])([F:11])[F:10])=[CH:7][C:5]([NH2:6])=[CH:4][C:3]=1[Cl:13].C(=O)([O-])[O-].[Na+].[Na+].CC1(C)C(C)(C)OB([C:28]2[CH:33]=[CH:32][C:31]([C@H:34]([NH:36][S:37]([CH3:40])(=[O:39])=[O:38])[CH3:35])=[CH:30][CH:29]=2)O1.O. The catalyst is C(COC)OC.C1C=CC([P]([Pd]([P](C2C=CC=CC=2)(C2C=CC=CC=2)C2C=CC=CC=2)([P](C2C=CC=CC=2)(C2C=CC=CC=2)C2C=CC=CC=2)[P](C2C=CC=CC=2)(C2C=CC=CC=2)C2C=CC=CC=2)(C2C=CC=CC=2)C2C=CC=CC=2)=CC=1. The yield is 0.320. The product is [NH2:6][C:5]1[CH:7]=[C:8]([C:9]([F:12])([F:11])[F:10])[C:2]([C:28]2[CH:29]=[CH:30][C:31]([C@H:34]([NH:36][S:37]([CH3:40])(=[O:38])=[O:39])[CH3:35])=[CH:32][CH:33]=2)=[C:3]([Cl:13])[CH:4]=1.